Dataset: Merck oncology drug combination screen with 23,052 pairs across 39 cell lines. Task: Regression. Given two drug SMILES strings and cell line genomic features, predict the synergy score measuring deviation from expected non-interaction effect. (1) Drug 1: O=C(NOCC(O)CO)c1ccc(F)c(F)c1Nc1ccc(I)cc1F. Drug 2: CCc1c2c(nc3ccc(O)cc13)-c1cc3c(c(=O)n1C2)COC(=O)C3(O)CC. Cell line: MSTO. Synergy scores: synergy=2.50. (2) Drug 1: Cn1c(=O)n(-c2ccc(C(C)(C)C#N)cc2)c2c3cc(-c4cnc5ccccc5c4)ccc3ncc21. Drug 2: CCc1c2c(nc3ccc(O)cc13)-c1cc3c(c(=O)n1C2)COC(=O)C3(O)CC. Cell line: SKMES1. Synergy scores: synergy=24.8.